Dataset: Forward reaction prediction with 1.9M reactions from USPTO patents (1976-2016). Task: Predict the product of the given reaction. (1) The product is: [CH3:1][O:2][C:3]1[CH:4]=[CH:5][C:6]2[CH2:12][CH2:11][CH2:10][CH2:9][N:8]([CH2:20][CH3:21])[C:7]=2[CH:13]=1. Given the reactants [CH3:1][O:2][C:3]1[CH:4]=[CH:5][C:6]2[CH2:12][CH2:11][CH2:10][CH2:9][NH:8][C:7]=2[CH:13]=1.C([O-])([O-])=O.[K+].[K+].[C:20](#N)[CH3:21], predict the reaction product. (2) Given the reactants C1(CCN2C3C(=CC=CC=3)C(=O)C2=O)CC1.[Br:17][C:18]1[CH:26]=[CH:25][CH:24]=[C:23]2[C:19]=1[C:20](=[O:34])[C:21](=[O:33])[N:22]2[CH2:27][C:28]([O:30][CH2:31][CH3:32])=[O:29].O1C2C=CC(O)=CC=2OC1.[O:45]1[C:49]2[CH:50]=[C:51]([OH:54])[CH:52]=[CH:53][C:48]=2[CH2:47][CH2:46]1, predict the reaction product. The product is: [Br:17][C:18]1[CH:26]=[CH:25][CH:24]=[C:23]2[C:19]=1[C:20]([OH:34])([C:52]1[C:51]([OH:54])=[CH:50][C:49]3[O:45][CH2:46][CH2:47][C:48]=3[CH:53]=1)[C:21](=[O:33])[N:22]2[CH2:27][C:28]([O:30][CH2:31][CH3:32])=[O:29]. (3) Given the reactants [Br:1][C:2]1[CH:10]=[C:9]2[C:5]([CH2:6][CH2:7][NH:8]2)=[C:4]([O:11][CH3:12])[CH:3]=1.Cl[C:14]1[C:19]([F:20])=[CH:18][N:17]=[C:16]([NH2:21])[N:15]=1, predict the reaction product. The product is: [Br:1][C:2]1[CH:10]=[C:9]2[C:5]([CH2:6][CH2:7][N:8]2[C:14]2[C:19]([F:20])=[CH:18][N:17]=[C:16]([NH2:21])[N:15]=2)=[C:4]([O:11][CH3:12])[CH:3]=1. (4) The product is: [NH2:1][C:2]1[CH:3]=[C:4]([C:8]([C:10]2[C:18]3[CH:17]=[N:16][CH:15]=[N:14][C:13]=3[N:12]([CH3:21])[CH:11]=2)=[O:9])[CH:5]=[N:6][CH:7]=1. Given the reactants [NH2:1][C:2]1[CH:3]=[C:4]([C:8]([C:10]2[C:18]3[C:17](SC)=[N:16][CH:15]=[N:14][C:13]=3[N:12]([CH3:21])[CH:11]=2)=[O:9])[CH:5]=[N:6][CH:7]=1, predict the reaction product. (5) Given the reactants Cl[C:2]1[O:3][C:4]2[C:10]([Cl:11])=[CH:9][CH:8]=[CH:7][C:5]=2[N:6]=1.[CH2:12]1[CH2:17][CH2:16][CH:15]([CH2:18][C@H:19]([NH2:23])[C:20]([OH:22])=O)[CH2:14][CH2:13]1.Cl.Cl.[F:26][C:27]1[CH:32]=[CH:31][C:30]([NH:33][CH2:34][CH2:35][NH2:36])=[CH:29][CH:28]=1, predict the reaction product. The product is: [Cl:11][C:10]1[C:4]2[O:3][C:2]([NH:23][C@@H:19]([CH2:18][CH:15]3[CH2:14][CH2:13][CH2:12][CH2:17][CH2:16]3)[C:20]([NH:36][CH2:35][CH2:34][NH:33][C:30]3[CH:31]=[CH:32][C:27]([F:26])=[CH:28][CH:29]=3)=[O:22])=[N:6][C:5]=2[CH:7]=[CH:8][CH:9]=1. (6) The product is: [ClH:46].[CH2:1]([O:5][C:6]1[CH:7]=[C:8]([CH2:29][NH:30][CH2:31][CH2:32][CH2:33][NH:34][CH2:35][CH2:36][CH2:37][NH2:38])[CH:9]=[C:10]([CH2:12][NH:13][CH2:14][CH2:15][CH2:16][NH:17][CH2:18][CH2:19][CH2:20][NH2:21])[CH:11]=1)[CH2:2][CH2:3][CH3:4]. Given the reactants [CH2:1]([O:5][C:6]1[CH:7]=[C:8]([CH2:29][NH:30][CH2:31][CH2:32][CH2:33][NH:34][CH2:35][CH2:36][CH2:37][NH:38]C(=O)OC(C)(C)C)[CH:9]=[C:10]([CH2:12][NH:13][CH2:14][CH2:15][CH2:16][NH:17][CH2:18][CH2:19][CH2:20][NH:21]C(=O)OC(C)(C)C)[CH:11]=1)[CH2:2][CH2:3][CH3:4].[ClH:46], predict the reaction product.